This data is from Reaction yield outcomes from USPTO patents with 853,638 reactions. The task is: Predict the reaction yield, written as a fraction of the theoretical maximum amount of product (1.0 means a 100% yield; for example, 0.34 means a 34% yield). (1) The reactants are [Cl:1][C:2]1[CH:34]=[CH:33][C:32]([O:35]C)=[CH:31][C:3]=1[C:4]([NH:6][C:7]1[CH:8]=[N:9][C:10]([NH:13][C:14]2[CH:19]=[CH:18][C:17]([S:20](=[O:30])(=[O:29])[NH:21][CH2:22][CH2:23][N:24]3[CH2:28][CH2:27][CH2:26][CH2:25]3)=[CH:16][CH:15]=2)=[N:11][CH:12]=1)=[O:5].B(Br)(Br)Br. The catalyst is C(Cl)Cl. The product is [Cl:1][C:2]1[CH:34]=[CH:33][C:32]([OH:35])=[CH:31][C:3]=1[C:4]([NH:6][C:7]1[CH:8]=[N:9][C:10]([NH:13][C:14]2[CH:15]=[CH:16][C:17]([S:20](=[O:29])(=[O:30])[NH:21][CH2:22][CH2:23][N:24]3[CH2:25][CH2:26][CH2:27][CH2:28]3)=[CH:18][CH:19]=2)=[N:11][CH:12]=1)=[O:5]. The yield is 0.660. (2) The yield is 0.550. The catalyst is CC(O)=O. The reactants are [C:1]1([C:7]2[CH:11]=[C:10]([NH2:12])[NH:9][N:8]=2)[CH:6]=[CH:5][CH:4]=[CH:3][CH:2]=1.[F:13][CH:14]([C:20](=O)[CH3:21])[C:15](OCC)=[O:16]. The product is [F:13][C:14]1[C:20]([CH3:21])=[N:12][C:10]2[N:9]([N:8]=[C:7]([C:1]3[CH:2]=[CH:3][CH:4]=[CH:5][CH:6]=3)[CH:11]=2)[C:15]=1[OH:16].